From a dataset of Full USPTO retrosynthesis dataset with 1.9M reactions from patents (1976-2016). Predict the reactants needed to synthesize the given product. (1) Given the product [CH3:1][N:2]1[C:3]2[CH:8]=[CH:7][CH:6]=[CH:5][C:4]=2[NH:9]/[C:17]/1=[N:18]\[C:19]#[N:20], predict the reactants needed to synthesize it. The reactants are: [CH3:1][NH:2][C:3]1[C:4]([NH2:9])=[CH:5][CH:6]=[CH:7][CH:8]=1.C1C=CC(O[C:17](OC2C=CC=CC=2)=[N:18][C:19]#[N:20])=CC=1. (2) The reactants are: [Cl:1][C:2]1[CH:7]=[CH:6][C:5]([CH:8]([C:29]2[CH:34]=[CH:33][C:32]([Cl:35])=[CH:31][CH:30]=2)[N:9]2[CH2:13][C@@H:12]([NH:14][C:15](=[O:27])[C:16]3[CH:21]=[CH:20][C:19]([O:22][C:23]([F:26])([F:25])[F:24])=[CH:18][CH:17]=3)[C@@H:11]([OH:28])[CH2:10]2)=[CH:4][CH:3]=1.[CH3:36]N(C)C=O.CI. Given the product [Cl:35][C:32]1[CH:31]=[CH:30][C:29]([CH:8]([C:5]2[CH:4]=[CH:3][C:2]([Cl:1])=[CH:7][CH:6]=2)[N:9]2[CH2:13][C@@H:12]([NH:14][C:15](=[O:27])[C:16]3[CH:17]=[CH:18][C:19]([O:22][C:23]([F:25])([F:26])[F:24])=[CH:20][CH:21]=3)[C@@H:11]([O:28][CH3:36])[CH2:10]2)=[CH:34][CH:33]=1, predict the reactants needed to synthesize it. (3) Given the product [CH3:15][S:16]([C:19]1[CH:24]=[CH:23][CH:22]=[CH:21][C:20]=1[C:2]1[CH:3]=[N:4][CH:5]=[C:6]2[C:11]=1[N:10]=[C:9]([C:12]([NH2:14])=[O:13])[CH:8]=[CH:7]2)(=[O:18])=[O:17], predict the reactants needed to synthesize it. The reactants are: Br[C:2]1[CH:3]=[N:4][CH:5]=[C:6]2[C:11]=1[N:10]=[C:9]([C:12]([NH2:14])=[O:13])[CH:8]=[CH:7]2.[CH3:15][S:16]([C:19]1[CH:24]=[CH:23][CH:22]=[CH:21][C:20]=1B(O)O)(=[O:18])=[O:17].C(=O)([O-])[O-].[Cs+].[Cs+]. (4) Given the product [CH:22]1([C:20]([N:17]2[CH2:18][CH2:19][C@@H:15]([CH2:14][N:9]3[C:8]([C:5]4[CH:6]=[CH:7][C:2]([C:34]5[CH:35]=[C:36]6[C:40](=[CH:41][CH:42]=5)[NH:39][CH:38]=[CH:37]6)=[C:3]([F:25])[CH:4]=4)=[N:12][NH:11][C:10]3=[O:13])[CH2:16]2)=[O:21])[CH2:24][CH2:23]1, predict the reactants needed to synthesize it. The reactants are: Br[C:2]1[CH:7]=[CH:6][C:5]([C:8]2[N:9]([CH2:14][C@@H:15]3[CH2:19][CH2:18][N:17]([C:20]([CH:22]4[CH2:24][CH2:23]4)=[O:21])[CH2:16]3)[C:10](=[O:13])[NH:11][N:12]=2)=[CH:4][C:3]=1[F:25].CC1(C)C(C)(C)OB([C:34]2[CH:35]=[C:36]3[C:40](=[CH:41][CH:42]=2)[NH:39][CH:38]=[CH:37]3)O1.C([O-])([O-])=O.[Cs+].[Cs+].O1CCOCC1.